Predict the product of the given reaction. From a dataset of Forward reaction prediction with 1.9M reactions from USPTO patents (1976-2016). (1) Given the reactants Br[C:2]1[C:10]2[C:5](=[CH:6][CH:7]=[C:8]([N+:11]([O-:13])=[O:12])[CH:9]=2)[NH:4][N:3]=1.C(OC(=O)C)C.[NH:20]1[CH2:25][CH2:24][O:23][CH2:22][CH2:21]1, predict the reaction product. The product is: [N:20]1([C:2]2[C:10]3[C:5](=[CH:6][CH:7]=[C:8]([N+:11]([O-:13])=[O:12])[CH:9]=3)[NH:4][N:3]=2)[CH2:25][CH2:24][O:23][CH2:22][CH2:21]1. (2) Given the reactants [CH2:1]([O:8][C:9]1[CH:10]=[CH:11][C:12]([CH2:22][CH2:23][NH2:24])=[C:13]([C:15]2[CH:20]=[CH:19][CH:18]=[C:17]([F:21])[CH:16]=2)[CH:14]=1)[C:2]1[CH:7]=[CH:6][CH:5]=[CH:4][CH:3]=1.[C:25](OC(=O)C)(=[O:27])[CH3:26], predict the reaction product. The product is: [CH2:1]([O:8][C:9]1[CH:10]=[CH:11][C:12]([CH2:22][CH2:23][NH:24][C:25](=[O:27])[CH3:26])=[C:13]([C:15]2[CH:20]=[CH:19][CH:18]=[C:17]([F:21])[CH:16]=2)[CH:14]=1)[C:2]1[CH:3]=[CH:4][CH:5]=[CH:6][CH:7]=1. (3) Given the reactants [CH2:1]([C:3]1[CH:4]=[C:5]([CH:9]=[CH:10][N:11]=1)[C:6]([NH2:8])=[S:7])[CH3:2].C([O:14][C:15](=O)[CH:16](Br)[CH2:17][CH3:18])C.N1C=CC=CC=1.C(OCC)(=O)C.CCCCCC, predict the reaction product. The product is: [CH2:17]([C:16]1[S:7][C:6]([C:5]2[CH:9]=[CH:10][N:11]=[C:3]([CH2:1][CH3:2])[CH:4]=2)=[N:8][C:15]=1[OH:14])[CH3:18]. (4) The product is: [OH:9][C:10]1[C:22]([C:23]([F:26])([F:25])[F:24])=[CH:21][CH:20]=[C:19]([CH2:27][O:28][C:29]2[CH:34]=[CH:33][C:32]([NH:35][CH3:36])=[CH:31][CH:30]=2)[C:11]=1[C:12]([O:14][C:15]([CH3:18])([CH3:17])[CH3:16])=[O:13]. Given the reactants N1CCCC1.C([O:9][C:10]1[C:22]([C:23]([F:26])([F:25])[F:24])=[CH:21][CH:20]=[C:19]([CH2:27][O:28][C:29]2[CH:34]=[CH:33][C:32]([N:35](C(OCC=C)=O)[CH3:36])=[CH:31][CH:30]=2)[C:11]=1[C:12]([O:14][C:15]([CH3:18])([CH3:17])[CH3:16])=[O:13])C=C, predict the reaction product. (5) Given the reactants [C:1]([C:4]1[C:5]([O:15][CH2:16][CH3:17])=[C:6]([C:10]([CH3:14])=[C:11]([Cl:13])[CH:12]=1)[C:7]([OH:9])=O)(=[O:3])[CH3:2].F[P-](F)(F)(F)(F)F.[N:25]1(O[P+](N(C)C)(N(C)C)N(C)C)[C:29]2C=CC=C[C:28]=2N=N1.C(N(CC)C(C)C)(C)C.C(N)C.C1COCC1, predict the reaction product. The product is: [C:1]([C:4]1[C:5]([O:15][CH2:16][CH3:17])=[C:6]([C:10]([CH3:14])=[C:11]([Cl:13])[CH:12]=1)[C:7]([NH:25][CH2:29][CH3:28])=[O:9])(=[O:3])[CH3:2]. (6) Given the reactants [CH2:1]([C:3]1[O:7][C:6]([C:8]2[CH:13]=[CH:12][CH:11]=[C:10]([O:14][CH3:15])[CH:9]=2)=[N:5][C:4]=1[CH2:16][O:17][C@H:18]1[CH2:23][CH2:22][CH2:21][C@@H:20]([CH2:24][O:25][C:26]([CH3:35])([CH3:34])[C:27]([O:29]C(C)(C)C)=[O:28])[CH2:19]1)[CH3:2], predict the reaction product. The product is: [CH2:1]([C:3]1[O:7][C:6]([C:8]2[CH:13]=[CH:12][CH:11]=[C:10]([O:14][CH3:15])[CH:9]=2)=[N:5][C:4]=1[CH2:16][O:17][C@H:18]1[CH2:23][CH2:22][CH2:21][C@@H:20]([CH2:24][O:25][C:26]([CH3:34])([CH3:35])[C:27]([OH:29])=[O:28])[CH2:19]1)[CH3:2].